From a dataset of Full USPTO retrosynthesis dataset with 1.9M reactions from patents (1976-2016). Predict the reactants needed to synthesize the given product. (1) Given the product [Cl:37][C:27]1[CH:28]=[C:29]([C:32]2[O:33][CH:34]=[CH:35][N:36]=2)[CH:30]=[CH:31][C:26]=1[CH2:25][N:6]1[C:5]2[CH:7]=[C:8]([O:12][CH2:13][C:14]3[CH:23]=[CH:22][CH:21]=[CH:20][C:15]=3[C:16]([O:18][CH3:19])=[O:17])[CH:9]=[C:10]([CH3:11])[C:4]=2[N:3]=[C:2]1[CH3:1], predict the reactants needed to synthesize it. The reactants are: [CH3:1][C:2]1[NH:6][C:5]2[CH:7]=[C:8]([O:12][CH2:13][C:14]3[CH:23]=[CH:22][CH:21]=[CH:20][C:15]=3[C:16]([O:18][CH3:19])=[O:17])[CH:9]=[C:10]([CH3:11])[C:4]=2[N:3]=1.Br[CH2:25][C:26]1[CH:31]=[CH:30][C:29]([C:32]2[O:33][CH:34]=[CH:35][N:36]=2)=[CH:28][C:27]=1[Cl:37]. (2) The reactants are: [OH:1][C:2]12[CH2:11][CH:6]3[CH2:7][CH:8]([CH2:10][CH:4]([CH:5]3[NH:12][C:13]3[C:18]([C:19]#N)=[CH:17][N:16]=[C:15]4[NH:21][CH:22]=[CH:23][C:14]=34)[CH2:3]1)[CH2:9]2.[H-].C([Al+]CC(C)C)C(C)C.C1(C)C=CC=CC=1.Cl.[O:42]1CCCC1. Given the product [OH:1][C:2]12[CH2:11][CH:6]3[CH2:7][CH:8]([CH2:10][CH:4]([CH:5]3[NH:12][C:13]3[C:18]([CH:19]=[O:42])=[CH:17][N:16]=[C:15]4[NH:21][CH:22]=[CH:23][C:14]=34)[CH2:3]1)[CH2:9]2, predict the reactants needed to synthesize it. (3) Given the product [Br:11][C:5]1[C:4]([CH:1]([CH3:3])[CH3:2])=[CH:9][CH:8]=[CH:7][C:6]=1[OH:10], predict the reactants needed to synthesize it. The reactants are: [CH:1]([C:4]1[CH:5]=[C:6]([OH:10])[CH:7]=[CH:8][CH:9]=1)([CH3:3])[CH3:2].[Br:11]N1C(=O)CCC1=O.O.BrC1C=CC(C(C)C)=CC=1O.